Regression. Given a peptide amino acid sequence and an MHC pseudo amino acid sequence, predict their binding affinity value. This is MHC class II binding data. From a dataset of Peptide-MHC class II binding affinity with 134,281 pairs from IEDB. The peptide sequence is LFKVRNGGEIGAVAL. The MHC is HLA-DQA10501-DQB10303 with pseudo-sequence HLA-DQA10501-DQB10303. The binding affinity (normalized) is 0.574.